This data is from PAMPA permeability data for FDA-approved drugs from NCATS. The task is: Regression/Classification. Given a drug SMILES string, predict its absorption, distribution, metabolism, or excretion properties. Task type varies by dataset: regression for continuous measurements (e.g., permeability, clearance, half-life) or binary classification for categorical outcomes (e.g., BBB penetration, CYP inhibition). Dataset: approved_pampa_ncats. The compound is CC1=NC=C(C=C1)C2=C(C=C(C=N2)Cl)C3=CC=C(C=C3)S(=O)(=O)C. The result is 0 (low-to-moderate permeability).